This data is from Full USPTO retrosynthesis dataset with 1.9M reactions from patents (1976-2016). The task is: Predict the reactants needed to synthesize the given product. (1) Given the product [CH2:43]([O:50][C@@H:51]([C:55]1[O:18][C:5]2[C:6]([C:8](=[O:17])[C:9]=1[C:10]1[CH:15]=[CH:14][CH:13]=[C:12]([F:16])[CH:11]=1)=[CH:7][C:2]([F:1])=[CH:3][CH:4]=2)[CH3:52])[C:44]1[CH:49]=[CH:48][CH:47]=[CH:46][CH:45]=1, predict the reactants needed to synthesize it. The reactants are: [F:1][C:2]1[CH:3]=[CH:4][C:5]([OH:18])=[C:6]([C:8](=[O:17])[CH2:9][C:10]2[CH:15]=[CH:14][CH:13]=[C:12]([F:16])[CH:11]=2)[CH:7]=1.CN(C(ON1N=NC2C=CC=NC1=2)=[N+](C)C)C.F[P-](F)(F)(F)(F)F.[CH2:43]([O:50][C@H:51]([CH3:55])[C:52](O)=O)[C:44]1[CH:49]=[CH:48][CH:47]=[CH:46][CH:45]=1.C(N(CC)CC)C. (2) Given the product [F:1][C:2]1[CH:8]=[C:7]([C:15]#[C:14][Si:10]([CH3:13])([CH3:12])[CH3:11])[CH:6]=[CH:5][C:3]=1[NH2:4], predict the reactants needed to synthesize it. The reactants are: [F:1][C:2]1[CH:8]=[C:7](I)[CH:6]=[CH:5][C:3]=1[NH2:4].[Si:10]([C:14]#[CH:15])([CH3:13])([CH3:12])[CH3:11]. (3) Given the product [CH2:24]([C:23]([CH2:28][CH3:27])=[CH:29][GeH2:3][C:11]#[C:10][C:12]1([O:18][Si:19]([CH3:20])([CH3:22])[CH3:21])[CH2:17][CH2:16][CH2:15][CH2:14][CH2:13]1)[CH3:25], predict the reactants needed to synthesize it. The reactants are: C([Ge:3](CC)(C=C)C=C)C.[C:10]([C:12]1([O:18][Si:19]([CH3:22])([CH3:21])[CH3:20])[CH2:17][CH2:16][CH2:15][CH2:14][CH2:13]1)#[CH:11].[C:23]1([CH3:29])[CH:28]=[CH:27]C=[CH:25][CH:24]=1. (4) Given the product [F:12][C:6]1[CH:7]=[C:8]([C:19]([OH:20])([CH3:21])[CH3:18])[CH:9]=[CH:10][C:5]=1[CH:4]=[CH:3][O:2][CH3:1], predict the reactants needed to synthesize it. The reactants are: [CH3:1][O:2][CH:3]=[CH:4][C:5]1[CH:10]=[CH:9][C:8](Br)=[CH:7][C:6]=1[F:12].C([Li])CCC.[CH3:18][C:19]([CH3:21])=[O:20].O. (5) Given the product [C:1]([O:5][C:6](=[O:20])[NH:7][C:8]1[CH:13]=[C:12]([Cl:14])[C:11]([C:15]([F:17])([F:18])[F:16])=[CH:10][C:9]=1[NH:19][C:26](=[O:25])[CH2:27][C:28]([C:30]1[CH:35]=[CH:34][CH:33]=[C:32]([C:36]2[CH:41]=[CH:40][N:39]=[C:38]([CH3:42])[C:37]=2[CH3:43])[CH:31]=1)=[O:29])([CH3:4])([CH3:2])[CH3:3], predict the reactants needed to synthesize it. The reactants are: [C:1]([O:5][C:6](=[O:20])[NH:7][C:8]1[CH:13]=[C:12]([Cl:14])[C:11]([C:15]([F:18])([F:17])[F:16])=[CH:10][C:9]=1[NH2:19])([CH3:4])([CH3:3])[CH3:2].C([O:25][C:26](=O)[CH2:27][C:28]([C:30]1[CH:35]=[CH:34][CH:33]=[C:32]([C:36]2[CH:41]=[CH:40][N:39]=[C:38]([CH3:42])[C:37]=2[CH3:43])[CH:31]=1)=[O:29])(C)(C)C. (6) Given the product [CH2:1]([N:4]1[CH2:11][CH:10]([CH2:9][OH:8])[C:6]([NH:7][C:12]([NH:14][C:15](=[O:22])[C:16]2[CH:17]=[CH:18][CH:19]=[CH:20][CH:21]=2)=[S:13])([C:23]2[S:24][C:25]([F:28])=[CH:26][CH:27]=2)[CH2:5]1)[CH:2]=[CH2:3], predict the reactants needed to synthesize it. The reactants are: [CH2:1]([N:4]1[CH2:11][CH:10]2[C:6]([C:23]3[S:24][C:25]([F:28])=[CH:26][CH:27]=3)([N:7]([C:12]([NH:14][C:15](=[O:22])[C:16]3[CH:21]=[CH:20][CH:19]=[CH:18][CH:17]=3)=[S:13])[O:8][CH2:9]2)[CH2:5]1)[CH:2]=[CH2:3]. (7) Given the product [C:9]([O:13][C:14]([N:16]1[CH2:21][CH2:20][CH:19]([NH:22][CH:6]([C:2]2[O:1][CH:5]=[CH:4][CH:3]=2)[CH3:7])[CH2:18][CH2:17]1)=[O:15])([CH3:12])([CH3:10])[CH3:11], predict the reactants needed to synthesize it. The reactants are: [O:1]1[CH:5]=[CH:4][CH:3]=[C:2]1[C:6](=O)[CH3:7].[C:9]([O:13][C:14]([N:16]1[CH2:21][CH2:20][CH:19]([NH2:22])[CH2:18][CH2:17]1)=[O:15])([CH3:12])([CH3:11])[CH3:10].C(N(CC)CC)C.C([BH3-])#N.[Na+].[OH-].[Na+]. (8) Given the product [OH:2][C@:49]12[CH2:48][C:47](=[O:50])[CH2:46][CH2:45][C@:44]1([CH3:51])[C@@H:43]1[C@H:34]([C@H:35]3[C@@:39]([CH2:41][CH2:42]1)([CH3:40])[C:38](=[O:52])[CH2:37][CH2:36]3)[CH2:33][C:32]2=[CH2:30], predict the reactants needed to synthesize it. The reactants are: C1COC23OCCOC2([C@]2(CC[C@H]4[C@@H](CC(=C)[C@]5(O)[C@]4(C)CCCC5)[C@@H]2C3)C)[O:2]1.[C:30]([C@@H:32]1[CH:49]2[C@:44]([CH3:51])([CH2:45][CH2:46][C:47](=[O:50])[CH2:48]2)[C@@H:43]2[C@H:34]([C@H:35]3[C@@:39]([CH2:41][CH2:42]2)([CH3:40])[C:38](=[O:52])[CH2:37][CH2:36]3)[CH2:33]1)#N. (9) Given the product [CH3:1][CH2:2][NH:3][C:4]([C@H:6]1[N:10]([C:11]([C@@H:13]([NH:21][C:22]([C@@H:24]([NH:29][C:30]([C@H:32]([NH:37][C:38]([C@@H:40]([NH:49][C:50]([C@@H:52]([NH:55][C:56]([C@@H:58]([NH:69][C:70]([C@@H:72]([NH:79][C:80]([C@H:82]2[NH:87][C:85](=[O:86])[CH2:84][CH2:83]2)=[O:81])[CH2:73][C:74]2[N:78]=[CH:77][NH:76][CH:75]=2)=[O:71])[CH2:59][C:60]2[C:64]3[CH:65]=[CH:66][CH:67]=[CH:68][C:63]=3[NH:62][CH:61]=2)=[O:57])[CH2:53][OH:54])=[O:51])[CH2:41][C:42]2[CH:47]=[CH:46][C:45]([OH:48])=[CH:44][CH:43]=2)=[O:39])[CH2:33][CH:34]([CH3:36])[CH3:35])=[O:31])[CH2:25][CH:26]([CH3:28])[CH3:27])=[O:23])[CH2:14][CH2:15][CH2:16][NH:17][C:18]([NH2:20])=[NH:19])=[O:12])[CH2:9][CH2:8][CH2:7]1)=[O:5], predict the reactants needed to synthesize it. The reactants are: [CH3:1][CH2:2][NH:3][C:4]([C@H:6]1[N:10]([C:11]([C@@H:13]([NH:21][C:22]([C@@H:24]([NH:29][C:30]([C@H:32]([NH:37][C:38]([C@@H:40]([NH:49][C:50]([C@@H:52]([NH:55][C:56]([C@@H:58]([NH:69][C:70]([C@@H:72]([NH:79][C:80]([C@H:82]2[NH:87][C:85](=[O:86])[CH2:84][CH2:83]2)=[O:81])[CH2:73][C:74]2[N:78]=[CH:77][NH:76][CH:75]=2)=[O:71])[CH2:59][C:60]2[C:64]3[CH:65]=[CH:66][CH:67]=[CH:68][C:63]=3[NH:62][CH:61]=2)=[O:57])[CH2:53][OH:54])=[O:51])[CH2:41][C:42]2[CH:43]=[CH:44][C:45]([OH:48])=[CH:46][CH:47]=2)=[O:39])[CH2:33][CH:34]([CH3:36])[CH3:35])=[O:31])[CH2:25][CH:26]([CH3:28])[CH3:27])=[O:23])[CH2:14][CH2:15][CH2:16][NH:17][C:18]([NH2:20])=[NH:19])=[O:12])[CH2:9][CH2:8][CH2:7]1)=[O:5].CC(O)=O.